Dataset: Catalyst prediction with 721,799 reactions and 888 catalyst types from USPTO. Task: Predict which catalyst facilitates the given reaction. Reactant: [C:1]1([CH2:7][CH2:8][C:9]([N:11]2[CH2:16][CH2:15][CH:14]([CH2:17][N:18]3[C:27]4[C:22](=[CH:23][C:24]([C:28]5[CH:29]=[N:30][N:31](C6CCCCO6)[CH:32]=5)=[CH:25][CH:26]=4)[CH2:21][CH2:20][CH2:19]3)[CH2:13][CH2:12]2)=[O:10])[CH:6]=[CH:5][CH:4]=[CH:3][CH:2]=1.CC1C=CC(S(O)(=O)=O)=CC=1.CO.ClCCl. Product: [NH:30]1[CH:29]=[C:28]([C:24]2[CH:23]=[C:22]3[C:27](=[CH:26][CH:25]=2)[N:18]([CH2:17][CH:14]2[CH2:13][CH2:12][N:11]([C:9](=[O:10])[CH2:8][CH2:7][C:1]4[CH:2]=[CH:3][CH:4]=[CH:5][CH:6]=4)[CH2:16][CH2:15]2)[CH2:19][CH2:20][CH2:21]3)[CH:32]=[N:31]1. The catalyst class is: 5.